The task is: Regression. Given two drug SMILES strings and cell line genomic features, predict the synergy score measuring deviation from expected non-interaction effect.. This data is from NCI-60 drug combinations with 297,098 pairs across 59 cell lines. (1) Drug 1: C1CC(=O)NC(=O)C1N2CC3=C(C2=O)C=CC=C3N. Drug 2: C1=NC2=C(N1)C(=S)N=CN2. Cell line: SK-MEL-2. Synergy scores: CSS=-0.656, Synergy_ZIP=1.29, Synergy_Bliss=4.88, Synergy_Loewe=1.01, Synergy_HSA=0.992. (2) Drug 1: C1=CN(C(=O)N=C1N)C2C(C(C(O2)CO)O)(F)F. Drug 2: B(C(CC(C)C)NC(=O)C(CC1=CC=CC=C1)NC(=O)C2=NC=CN=C2)(O)O. Cell line: T-47D. Synergy scores: CSS=56.2, Synergy_ZIP=0.643, Synergy_Bliss=0.162, Synergy_Loewe=1.33, Synergy_HSA=3.58. (3) Drug 2: CS(=O)(=O)OCCCCOS(=O)(=O)C. Drug 1: C1C(C(OC1N2C=NC3=C(N=C(N=C32)Cl)N)CO)O. Cell line: HOP-92. Synergy scores: CSS=14.2, Synergy_ZIP=-5.35, Synergy_Bliss=4.09, Synergy_Loewe=-30.3, Synergy_HSA=0.702. (4) Drug 1: CC1=C2C(C(=O)C3(C(CC4C(C3C(C(C2(C)C)(CC1OC(=O)C(C(C5=CC=CC=C5)NC(=O)C6=CC=CC=C6)O)O)OC(=O)C7=CC=CC=C7)(CO4)OC(=O)C)O)C)OC(=O)C. Drug 2: CN(CC1=CN=C2C(=N1)C(=NC(=N2)N)N)C3=CC=C(C=C3)C(=O)NC(CCC(=O)O)C(=O)O. Cell line: 786-0. Synergy scores: CSS=44.1, Synergy_ZIP=-1.23, Synergy_Bliss=1.46, Synergy_Loewe=-30.2, Synergy_HSA=0.810. (5) Drug 1: CC1=CC2C(CCC3(C2CCC3(C(=O)C)OC(=O)C)C)C4(C1=CC(=O)CC4)C. Drug 2: CC1=C(C=C(C=C1)C(=O)NC2=CC(=CC(=C2)C(F)(F)F)N3C=C(N=C3)C)NC4=NC=CC(=N4)C5=CN=CC=C5. Cell line: SF-539. Synergy scores: CSS=-1.44, Synergy_ZIP=-0.103, Synergy_Bliss=-1.32, Synergy_Loewe=-3.23, Synergy_HSA=-2.25. (6) Drug 1: CC1OCC2C(O1)C(C(C(O2)OC3C4COC(=O)C4C(C5=CC6=C(C=C35)OCO6)C7=CC(=C(C(=C7)OC)O)OC)O)O. Drug 2: C1=C(C(=O)NC(=O)N1)F. Cell line: DU-145. Synergy scores: CSS=47.3, Synergy_ZIP=0.537, Synergy_Bliss=0.0289, Synergy_Loewe=3.95, Synergy_HSA=6.15.